From a dataset of Full USPTO retrosynthesis dataset with 1.9M reactions from patents (1976-2016). Predict the reactants needed to synthesize the given product. (1) Given the product [Br:1][C:2]1[CH:3]=[CH:4][C:5]([C:8]2[CH:9]=[CH:13][C:14]([NH:19][C:22]([O:45][C:41]([CH3:44])([CH3:43])[CH3:42])=[O:31])=[CH:15][CH:16]=2)=[CH:6][CH:7]=1, predict the reactants needed to synthesize it. The reactants are: [Br:1][C:2]1[CH:7]=[CH:6][C:5]([C:8]2[CH:16]=[CH:15][CH:14]=[CH:13][C:9]=2C(O)=O)=[CH:4][CH:3]=1.C([N:19]([CH2:22]C)CC)C.C1(P(N=[N+]=[N-])(C2C=CC=CC=2)=[O:31])C=CC=CC=1.[C:41]([OH:45])([CH3:44])([CH3:43])[CH3:42]. (2) The reactants are: [S-2].[Na+].[Na+].CN1CCCC1=O.[CH3:11][N:12]([CH2:14][CH:15]([C:24]1([OH:30])[CH2:29][CH2:28][CH2:27][CH2:26][CH2:25]1)[C:16]1[CH:17]=[CH:18][C:19]([O:22]C)=[CH:20][CH:21]=1)[CH3:13].C(OC(=O)C)C. Given the product [CH3:11][N:12]([CH2:14][CH:15]([C:24]1([OH:30])[CH2:29][CH2:28][CH2:27][CH2:26][CH2:25]1)[C:16]1[CH:17]=[CH:18][C:19]([OH:22])=[CH:20][CH:21]=1)[CH3:13], predict the reactants needed to synthesize it. (3) The reactants are: [C:1]([O:5][C:6]([NH:8][C@@H:9]([CH:13]1[CH2:18][CH2:17][O:16][CH2:15][CH2:14]1)[C:10]([OH:12])=[O:11])=[O:7])([CH3:4])([CH3:3])[CH3:2].C(N(C(C)C)CC)(C)C.F[P-](F)(F)(F)(F)F.CN(C)C(F)=[N+](C)C.[F:43][C:44]1[CH:49]=[CH:48][CH:47]=[C:46]([F:50])[C:45]=1[NH:51][C:52]([CH:54]1[NH:62][C:57]2=[N:58][CH:59]=[CH:60][CH:61]=[C:56]2[CH2:55]1)=[O:53]. Given the product [F:50][C:46]1[CH:47]=[CH:48][CH:49]=[C:44]([F:43])[C:45]=1[NH:51][C:52]([CH:54]1[N:62]([C:10](=[O:12])[C@H:9]([NH:8][C:6](=[O:7])[O:5][C:1]([CH3:2])([CH3:3])[CH3:4])[CH:13]2[CH2:18][CH2:17][O:16][CH2:15][CH2:14]2)[C:57]2=[N:58][CH:59]=[CH:60][CH:61]=[C:56]2[CH2:55]1)=[O:53].[F:50][C:46]1[CH:47]=[CH:48][CH:49]=[C:44]([F:43])[C:45]=1[NH:51][C:52]([CH:54]1[N:62]([C:10](=[O:11])[C@@H:9]([NH:8][C:6](=[O:7])[O:5][C:1]([CH3:2])([CH3:4])[CH3:3])[CH:13]2[CH2:18][CH2:17][O:16][CH2:15][CH2:14]2)[C:57]2=[N:58][CH:59]=[CH:60][CH:61]=[C:56]2[CH2:55]1)=[O:53], predict the reactants needed to synthesize it. (4) Given the product [CH3:1][O:2][C:3](=[O:20])[C:4]1[CH:9]=[C:8]([N:10]([S:11]([CH3:14])(=[O:13])=[O:12])[CH3:21])[N:7]=[C:6]([NH:15][C@H:16]([CH2:18][CH3:19])[CH3:17])[CH:5]=1, predict the reactants needed to synthesize it. The reactants are: [CH3:1][O:2][C:3](=[O:20])[C:4]1[CH:9]=[C:8]([NH:10][S:11]([CH3:14])(=[O:13])=[O:12])[N:7]=[C:6]([NH:15][C@H:16]([CH2:18][CH3:19])[CH3:17])[CH:5]=1.[C:21](=O)([O-])[O-].[K+].[K+].IC.O. (5) Given the product [C:10]([C:9]1[C:4]2[CH:5]=[CH:6][CH:7]=[CH:8][C:3]=2[O:2][CH:1]=1)(=[O:12])[CH3:11], predict the reactants needed to synthesize it. The reactants are: [CH3:1][O:2][C:3]1[CH:8]=[CH:7][CH:6]=[CH:5][C:4]=1[CH2:9][C:10](=[O:12])[CH3:11].COC(OC)N(C)C.B(Br)(Br)Br.C(=O)(O)[O-].[Na+]. (6) Given the product [CH3:17][S:18]([O:1][C@@H:2]1[CH2:6][CH:5]([O:7][CH3:8])[CH2:4][C@H:3]1[O:9][S:18]([CH3:17])(=[O:20])=[O:19])(=[O:20])=[O:19], predict the reactants needed to synthesize it. The reactants are: [OH:1][C@@H:2]1[CH2:6][CH:5]([O:7][CH3:8])[CH2:4][C@H:3]1[OH:9].C(N(CC)CC)C.[CH3:17][S:18](Cl)(=[O:20])=[O:19]. (7) Given the product [CH3:1][C:2]1[CH:3]=[C:4]([CH:18]=[C:19]([CH3:21])[CH:20]=1)[O:5][C:6]1[C:11]([CH2:12][CH3:13])=[C:10]([CH3:14])[NH:9][C:8](=[O:15])[C:7]=1[CH2:16][CH3:17], predict the reactants needed to synthesize it. The reactants are: [CH3:1][C:2]1[CH:3]=[C:4]([CH:18]=[C:19]([CH3:21])[CH:20]=1)[O:5][C:6]1[C:11]([CH2:12][CH3:13])=[C:10]([CH3:14])[NH:9][C:8](=[O:15])[C:7]=1[CH:16]=[CH2:17]. (8) Given the product [CH3:35][O:34][C:19]1([O:36][CH3:37])[C:18]2[C:22](=[CH:23][CH:24]=[C:16]([S:1][CH2:2][CH2:3][C:4]3[CH:13]=[CH:12][C:7]([C:8]([O:10][CH3:11])=[O:9])=[CH:6][CH:5]=3)[CH:17]=2)[N:21]([CH2:25][CH2:26][CH2:27][CH2:28][CH2:29][CH2:30][CH3:31])[C:20]1=[O:33], predict the reactants needed to synthesize it. The reactants are: [SH:1][CH2:2][CH2:3][C:4]1[CH:13]=[CH:12][C:7]([C:8]([O:10][CH3:11])=[O:9])=[CH:6][CH:5]=1.[BH4-].I[C:16]1[CH:17]=[C:18]2[C:22](=[CH:23][CH:24]=1)[N:21]([CH2:25][CH2:26][C:27]1C=[CH:31][CH:30]=[CH:29][CH:28]=1)[C:20](=[O:33])[C:19]2([O:36][CH3:37])[O:34][CH3:35]. (9) Given the product [N+:11]([O-:13])([O:10][CH2:9][CH:8]([O:14][N+:15]([O-:17])=[O:16])[CH2:7][CH2:6][CH2:5][OH:4])=[O:12], predict the reactants needed to synthesize it. The reactants are: C([O:4][CH2:5][CH2:6][CH2:7][CH:8]([O:14][N+:15]([O-:17])=[O:16])[CH2:9][O:10][N+:11]([O-:13])=[O:12])(=O)C.[OH-].[Na+]. (10) Given the product [CH3:1][O:2][C:3]1[CH:4]=[C:5]2[C:10](=[CH:11][C:12]=1[O:13][CH3:14])[N:9]=[CH:8][N:7]=[C:6]2[C:15]1[N:19]([CH2:29][C:30]2[CH:35]=[CH:34][CH:33]=[CH:32][N:31]=2)[N:18]=[N:17][N:16]=1, predict the reactants needed to synthesize it. The reactants are: [CH3:1][O:2][C:3]1[CH:4]=[C:5]2[C:10](=[CH:11][C:12]=1[O:13][CH3:14])[N:9]=[CH:8][N:7]=[C:6]2[C:15]1[NH:19][N:18]=[N:17][N:16]=1.C(N(CC)CC)C.Cl.Cl[CH2:29][C:30]1[CH:35]=[CH:34][CH:33]=[CH:32][N:31]=1.